From a dataset of Catalyst prediction with 721,799 reactions and 888 catalyst types from USPTO. Predict which catalyst facilitates the given reaction. (1) Reactant: [H-].[Al+3].[Li+].[H-].[H-].[H-].[CH3:7][O:8][C:9]1[C:14]([CH2:15][C:16]2[CH:25]=[CH:24][C:19]([C:20](OC)=[O:21])=[CH:18][CH:17]=2)=[CH:13][CH:12]=[CH:11][N:10]=1. Product: [CH3:7][O:8][C:9]1[C:14]([CH2:15][C:16]2[CH:25]=[CH:24][C:19]([CH2:20][OH:21])=[CH:18][CH:17]=2)=[CH:13][CH:12]=[CH:11][N:10]=1. The catalyst class is: 1. (2) Reactant: [F:1][C:2]1[CH:3]=[C:4]([C@@H:10]([NH:12][C:13](=[O:19])[O:14][C:15]([CH3:18])([CH3:17])[CH3:16])[CH3:11])[CH:5]=[CH:6][C:7]=1[CH:8]=O.Cl.Cl.[CH3:22][N:23]1[CH2:28][CH2:27][NH:26][CH2:25][C:24]1([CH3:30])[CH3:29].C(O[BH-](OC(=O)C)OC(=O)C)(=O)C.[Na+].CO.C(Cl)Cl. Product: [F:1][C:2]1[CH:3]=[C:4]([C@@H:10]([NH:12][C:13](=[O:19])[O:14][C:15]([CH3:18])([CH3:17])[CH3:16])[CH3:11])[CH:5]=[CH:6][C:7]=1[CH2:8][N:26]1[CH2:27][CH2:28][N:23]([CH3:22])[C:24]([CH3:30])([CH3:29])[CH2:25]1. The catalyst class is: 1. (3) Reactant: Cl[C:2]1[N:10]=[C:9]2[C:5]([N:6]=[CH:7][N:8]2[CH:11]2[CH2:15][CH2:14][CH2:13][O:12]2)=[C:4]([NH2:16])[N:3]=1.[CH2:17]([SH:21])[CH2:18][CH2:19][CH3:20].C(=O)([O-])[O-].[K+].[K+]. The catalyst class is: 3. Product: [CH2:17]([S:21][C:2]1[N:10]=[C:9]2[C:5]([N:6]=[CH:7][N:8]2[CH:11]2[CH2:15][CH2:14][CH2:13][O:12]2)=[C:4]([NH2:16])[N:3]=1)[CH2:18][CH2:19][CH3:20]. (4) Product: [CH2:25]([O:24][C:22]([NH:11][C:7]1[CH:6]=[C:5]([CH:10]=[CH:9][CH:8]=1)[C:4]([O:3][CH2:1][CH3:2])=[O:12])=[O:23])[CH:26]=[CH2:27]. Reactant: [CH2:1]([O:3][C:4](=[O:12])[C:5]1[CH:10]=[CH:9][CH:8]=[C:7]([NH2:11])[CH:6]=1)[CH3:2].N1C(C)=CC=CC=1C.Cl[C:22]([O:24][CH2:25][CH:26]=[CH2:27])=[O:23]. The catalyst class is: 2. (5) Reactant: [Li]CCCC.N(C(C)C)C(C)C.[C:13]([O:17][C:18]([N:20]([NH:28][C:29]1[S:30][CH:31]=[C:32]([C:34]2[CH:39]=[CH:38][CH:37]=[CH:36][CH:35]=2)[N:33]=1)[C:21](=[O:27])[O:22][C:23]([CH3:26])([CH3:25])[CH3:24])=[O:19])([CH3:16])([CH3:15])[CH3:14].Cl[C:41]([O:43][CH2:44][CH3:45])=[O:42]. Product: [C:13]([O:17][C:18]([N:20]([C:21]([O:22][C:23]([CH3:26])([CH3:25])[CH3:24])=[O:27])[NH:28][C:29]1[S:30][C:31]([C:41]([O:43][CH2:44][CH3:45])=[O:42])=[C:32]([C:34]2[CH:39]=[CH:38][CH:37]=[CH:36][CH:35]=2)[N:33]=1)=[O:19])([CH3:14])([CH3:15])[CH3:16]. The catalyst class is: 1. (6) Reactant: [NH2:1][CH2:2][C:3]1[C:4](=[O:14])[NH:5][C:6]([CH:10]2[CH2:13][CH2:12][CH2:11]2)=[CH:7][C:8]=1[CH3:9].[NH2:15][CH2:16][C:17]1[C:18](=[O:28])[NH:19][C:20]([CH3:27])=[CH:21][C:22]=1[CH:23]1[CH2:26][CH2:25][CH2:24]1.CC([O:33][C:34](OC(OC(C)(C)C)=O)=[O:35])(C)C.C(N(CC)CC)C. Product: [CH3:26][C:23]([N:1]([CH2:2][C:3]1[C:4](=[O:14])[NH:5][C:6]([CH:10]2[CH2:11][CH2:12][CH2:13]2)=[CH:7][C:8]=1[CH3:9])[C:34](=[O:33])[O-:35])([CH3:22])[CH3:24].[CH3:13][C:10]([N:15]([CH2:16][C:17]1[C:18](=[O:28])[NH:19][C:20]([CH3:27])=[CH:21][C:22]=1[CH:23]1[CH2:26][CH2:25][CH2:24]1)[C:34](=[O:33])[O-:35])([CH3:6])[CH3:11]. The catalyst class is: 118.